From a dataset of Full USPTO retrosynthesis dataset with 1.9M reactions from patents (1976-2016). Predict the reactants needed to synthesize the given product. (1) Given the product [CH3:30][O:29][C:27](=[O:28])[CH2:26][C:17]1[CH:16]=[C:15]([O:14][CH:11]2[CH2:10][CH2:9][NH:8][CH2:13][CH2:12]2)[C:24]2[C:19](=[CH:20][CH:21]=[C:22]([F:25])[CH:23]=2)[CH:18]=1, predict the reactants needed to synthesize it. The reactants are: C(OC([N:8]1[CH2:13][CH2:12][CH:11]([O:14][C:15]2[C:24]3[C:19](=[CH:20][CH:21]=[C:22]([F:25])[CH:23]=3)[CH:18]=[C:17]([CH2:26][C:27]([O:29][CH3:30])=[O:28])[CH:16]=2)[CH2:10][CH2:9]1)=O)(C)(C)C.Cl. (2) Given the product [F:9][C:10]1[CH:11]=[CH:12][C:13]2[N:14]([C:18]([C@@H:20]3[CH2:24][CH2:23][CH2:22][N:21]3[CH3:25])=[N:17][N:16]=2)[CH:15]=1, predict the reactants needed to synthesize it. The reactants are: ClC(Cl)(Cl)C(Cl)(Cl)Cl.[F:9][C:10]1[CH:11]=[CH:12][C:13]([NH:16][NH:17][C:18]([C@@H:20]2[CH2:24][CH2:23][CH2:22][N:21]2[CH3:25])=O)=[N:14][CH:15]=1.C1(P(C2C=CC=CC=2)C2C=CC=CC=2)C=CC=CC=1.C(N(CC)CC)C.